From a dataset of Forward reaction prediction with 1.9M reactions from USPTO patents (1976-2016). Predict the product of the given reaction. Given the reactants [C:1]([OH:10])(=[O:9])[C@@H:2]([C@H:4]([C:6]([OH:8])=[O:7])[OH:5])[OH:3].[Cl:11][C:12]1[CH:32]=[C:31]([Cl:33])[CH:30]=[CH:29][C:13]=1[CH2:14][N:15]([CH:23]1[CH2:28][CH2:27][NH:26][CH2:25][CH2:24]1)[CH2:16][CH2:17][O:18][C:19]([F:22])([F:21])[F:20], predict the reaction product. The product is: [C:6]([C@@H:4]([C@H:2]([C:1]([OH:10])=[O:9])[OH:3])[OH:5])([OH:8])=[O:7].[F:22][C:19]([F:20])([F:21])[O:18][CH2:17][CH2:16][N:15]([CH2:14][C:13]1[CH:29]=[CH:30][C:31]([Cl:33])=[CH:32][C:12]=1[Cl:11])[CH:23]1[CH2:24][CH2:25][NH:26][CH2:27][CH2:28]1.